This data is from Full USPTO retrosynthesis dataset with 1.9M reactions from patents (1976-2016). The task is: Predict the reactants needed to synthesize the given product. (1) Given the product [C:1]([N:9]1[CH2:14][CH2:13][N:12]([C:15](=[O:30])[CH:16]([O:18][C:19]2[CH:28]=[CH:27][CH:26]=[C:25]3[C:20]=2[CH:21]=[CH:22][N:23]=[C:24]3[NH:33][CH3:32])[CH3:17])[C@H:11]([CH3:31])[CH2:10]1)(=[O:8])[C:2]1[CH:7]=[CH:6][CH:5]=[CH:4][CH:3]=1, predict the reactants needed to synthesize it. The reactants are: [C:1]([N:9]1[CH2:14][CH2:13][N:12]([C:15](=[O:30])[CH:16]([O:18][C:19]2[CH:28]=[CH:27][CH:26]=[C:25]3[C:20]=2[CH:21]=[CH:22][N:23]=[C:24]3Cl)[CH3:17])[C@H:11]([CH3:31])[CH2:10]1)(=[O:8])[C:2]1[CH:7]=[CH:6][CH:5]=[CH:4][CH:3]=1.[CH3:32][NH2:33]. (2) Given the product [C:19]([O:18][C:16](=[O:17])[NH:23][CH:24]1[CH2:30][CH2:29][C:28]2[CH:31]=[C:32]([F:35])[CH:33]=[CH:34][C:27]=2[NH:26][C:25]1=[O:36])([CH3:20])([CH3:21])[CH3:22], predict the reactants needed to synthesize it. The reactants are: C(N(CC)CC)C.[C:16](O[C:16]([O:18][C:19]([CH3:22])([CH3:21])[CH3:20])=[O:17])([O:18][C:19]([CH3:22])([CH3:21])[CH3:20])=[O:17].[NH2:23][CH:24]1[CH2:30][CH2:29][C:28]2[CH:31]=[C:32]([F:35])[CH:33]=[CH:34][C:27]=2[NH:26][C:25]1=[O:36]. (3) Given the product [O:3]1[C:4]2[CH:10]=[CH:9][CH:8]=[CH:7][C:5]=2[N:6]=[C:2]1[N:14]1[CH:15]2[CH2:18][CH2:19][N:11]([CH2:17][CH2:16]2)[CH2:12][CH2:13]1, predict the reactants needed to synthesize it. The reactants are: Cl[C:2]1[O:3][C:4]2[CH:10]=[CH:9][CH:8]=[CH:7][C:5]=2[N:6]=1.[N:11]12[CH2:19][CH2:18][CH:15]([CH2:16][CH2:17]1)[NH:14][CH2:13][CH2:12]2.CCN(C(C)C)C(C)C. (4) Given the product [Cl:18][C:14]1[CH:13]=[C:12]([C:10]([OH:11])([CH3:9])[CH2:7][C:6]#[N:8])[CH:17]=[CH:16][CH:15]=1, predict the reactants needed to synthesize it. The reactants are: [Li]CCCC.[C:6](#[N:8])[CH3:7].[CH3:9][C:10]([C:12]1[CH:17]=[CH:16][CH:15]=[C:14]([Cl:18])[CH:13]=1)=[O:11]. (5) Given the product [CH3:1][C:2]1[CH:8]=[C:7]([CH3:9])[CH:6]=[C:5]([CH3:10])[C:3]=1[N:4]=[C:11]([C:16]1[CH:21]=[CH:20][CH:19]=[CH:18][CH:17]=1)[CH:12]([CH3:14])[CH3:13], predict the reactants needed to synthesize it. The reactants are: [CH3:1][C:2]1[CH:8]=[C:7]([CH3:9])[CH:6]=[C:5]([CH3:10])[C:3]=1[NH2:4].[C:11]([C:16]1[CH:21]=[CH:20][CH:19]=[CH:18][CH:17]=1)(=O)[CH:12]([CH3:14])[CH3:13].CC1C=CC(S(O)(=O)=O)=CC=1. (6) The reactants are: C(O)C.[CH2:4]1[CH:9]2CN[CH:6](C[CH2:8]2)[CH2:5]1.[H-].[Na+].[C:14]([OH:17])(=[O:16])[CH3:15]. Given the product [C:15]1([C:14]([OH:17])=[O:16])[CH2:8][CH2:9][CH2:4][CH2:5][CH:6]=1, predict the reactants needed to synthesize it. (7) Given the product [CH:1]([N:4]1[CH2:9][CH2:8][N:7]([C:10]([C:12]2[N:16]([CH3:17])[CH:15]=[C:14]([CH2:18][N:25]3[CH2:26][CH2:22][CH2:23][CH2:28][CH2:24]3)[CH:13]=2)=[O:11])[CH2:6][CH2:5]1)([CH3:3])[CH3:2], predict the reactants needed to synthesize it. The reactants are: [CH:1]([N:4]1[CH2:9][CH2:8][N:7]([C:10]([C:12]2[N:16]([CH3:17])[CH:15]=[C:14]([CH:18]=O)[CH:13]=2)=[O:11])[CH2:6][CH2:5]1)([CH3:3])[CH3:2].C([C:22]1[CH:23]=[C:24]([C:28](O)=O)[N:25](C)[CH:26]=1)=O.[Li].Cl.Cl.C(N1CCNCC1)(C)C. (8) The reactants are: [OH2:1].[NH2:2][NH2:3].[C:4]([O-:7])([O-])=O.[K+].[K+].CO[C:12]1[CH:13]=[C:14]([CH:18]=[CH:19][CH:20]=1)[C:15](Cl)=O.[CH:21](Cl)(Cl)Cl. Given the product [CH3:21][O:1][C:13]1[C:14]([CH3:15])=[C:18]([CH:19]=[CH:20][CH:12]=1)[C:4]([NH:2][NH2:3])=[O:7], predict the reactants needed to synthesize it.